Dataset: Peptide-MHC class I binding affinity with 185,985 pairs from IEDB/IMGT. Task: Regression. Given a peptide amino acid sequence and an MHC pseudo amino acid sequence, predict their binding affinity value. This is MHC class I binding data. (1) The peptide sequence is IAACAMLLV. The MHC is HLA-A02:02 with pseudo-sequence HLA-A02:02. The binding affinity (normalized) is 0.467. (2) The peptide sequence is TEFFMSRKL. The MHC is HLA-A25:01 with pseudo-sequence HLA-A25:01. The binding affinity (normalized) is 0.0847. (3) The peptide sequence is KVIDIDLER. The MHC is HLA-A11:01 with pseudo-sequence HLA-A11:01. The binding affinity (normalized) is 0.756.